The task is: Regression. Given two drug SMILES strings and cell line genomic features, predict the synergy score measuring deviation from expected non-interaction effect.. This data is from Merck oncology drug combination screen with 23,052 pairs across 39 cell lines. (1) Drug 1: CCC1=CC2CN(C1)Cc1c([nH]c3ccccc13)C(C(=O)OC)(c1cc3c(cc1OC)N(C)C1C(O)(C(=O)OC)C(OC(C)=O)C4(CC)C=CCN5CCC31C54)C2. Drug 2: O=C(NOCC(O)CO)c1ccc(F)c(F)c1Nc1ccc(I)cc1F. Cell line: RKO. Synergy scores: synergy=11.0. (2) Drug 1: COC12C(COC(N)=O)C3=C(C(=O)C(C)=C(N)C3=O)N1CC1NC12. Drug 2: Cn1nnc2c(C(N)=O)ncn2c1=O. Cell line: NCIH23. Synergy scores: synergy=-2.34.